From a dataset of Full USPTO retrosynthesis dataset with 1.9M reactions from patents (1976-2016). Predict the reactants needed to synthesize the given product. (1) The reactants are: FC(F)(F)C1C=CC=C(C(F)(F)F)C=1.[F:15][C:16]1[CH:17]=[C:18]([CH:22]=[CH:23][CH:24]=1)[C:19](Cl)=[O:20].[H][H]. Given the product [F:15][C:16]1[CH:17]=[C:18]([CH:22]=[CH:23][CH:24]=1)[CH:19]=[O:20], predict the reactants needed to synthesize it. (2) Given the product [C:1]([C:3]1[C:28]([O:29][CH3:30])=[CH:27][C:6]2[C:7]3[N:12]([CH:13]([C:15]([CH3:20])([CH3:19])[CH2:16][O:17][CH3:18])[CH2:14][C:5]=2[CH:4]=1)[CH:11]=[C:10]([C:21]([OH:23])=[O:22])[C:9](=[O:26])[CH:8]=3)#[N:2], predict the reactants needed to synthesize it. The reactants are: [C:1]([C:3]1[C:28]([O:29][CH3:30])=[CH:27][C:6]2[C:7]3[N:12]([CH:13]([C:15]([CH3:20])([CH3:19])[CH2:16][O:17][CH3:18])[CH2:14][C:5]=2[CH:4]=1)[CH:11]=[C:10]([C:21]([O:23]CC)=[O:22])[C:9](=[O:26])[CH:8]=3)#[N:2].[Li+].[OH-]. (3) Given the product [ClH:23].[ClH:23].[CH3:1][O:2][C:3]1[CH:4]=[C:5]([CH:20]=[CH:21][CH:22]=1)[CH2:6][N:7]1[CH2:11][CH2:10][C@@H:9]([NH2:12])[CH2:8]1, predict the reactants needed to synthesize it. The reactants are: [CH3:1][O:2][C:3]1[CH:4]=[C:5]([CH:20]=[CH:21][CH:22]=1)[CH2:6][N:7]1[CH2:11][CH2:10][C@@H:9]([NH:12]C(=O)OC(C)(C)C)[CH2:8]1.[ClH:23].C(OCC)(=O)C. (4) Given the product [C:35]([O:75][C:72](=[O:74])[NH:27][C@H:28]([CH2:76][OH:79])[CH2:29][C:30]1[CH:25]=[CH:26][CH:66]=[C:67]([Br:2])[CH:62]=1)([CH3:36])([CH3:37])[CH3:38], predict the reactants needed to synthesize it. The reactants are: [K+].[Br-:2].C(OC(N1CCN(C2N=C3C(N=C([C:25]4[C:26](OC)=[N:27][CH:28]=[CH:29][C:30]=4I)N3)=C(C)N=2)CC1)=O)(C)(C)C.[C:35](OC(N1CCN(C2N=C(C)C(N)=C([N+]([O-])=O)N=2)CC1)=O)([CH3:38])([CH3:37])[CH3:36].[H][H].I[C:62]1[CH:67]=[CH:66]N=C(OC)C=1C=O.[C:72]([OH:75])(=[O:74])C.[C:76]([OH:79])(=O)C.IC1C=CC=CC=1. (5) Given the product [CH2:20]([O:27][CH2:28][CH2:29][NH:6][CH2:5][CH2:4][CH2:3][CH2:2][O:1][Si:11]([C:7]([CH3:10])([CH3:9])[CH3:8])([CH3:13])[CH3:12])[C:21]1[CH:26]=[CH:25][CH:24]=[CH:23][CH:22]=1, predict the reactants needed to synthesize it. The reactants are: [OH:1][CH2:2][CH2:3][CH2:4][CH2:5][NH2:6].[C:7]([Si:11](Cl)([CH3:13])[CH3:12])([CH3:10])([CH3:9])[CH3:8].N1C=CN=C1.[CH2:20]([O:27][CH2:28][CH:29]=O)[C:21]1[CH:26]=[CH:25][CH:24]=[CH:23][CH:22]=1.C(O[BH-](OC(=O)C)OC(=O)C)(=O)C.[Na+]. (6) Given the product [N:28]1[CH:33]=[CH:32][CH:31]=[C:30]([CH:34]([OH:38])[CH2:35][N:36]([C:25](=[O:27])[CH2:24][C:19]2[CH:20]=[CH:21][C:22]([Cl:23])=[C:17]([Cl:16])[CH:18]=2)[CH2:37][CH2:1][CH3:2])[CH:29]=1, predict the reactants needed to synthesize it. The reactants are: [CH:1]1(N=C=NC2CCCCC2)CCCC[CH2:2]1.[Cl:16][C:17]1[CH:18]=[C:19]([CH2:24][C:25]([OH:27])=O)[CH:20]=[CH:21][C:22]=1[Cl:23].[N:28]1[CH:33]=[CH:32][CH:31]=[C:30]([CH:34]([OH:38])[CH2:35][NH:36][CH3:37])[CH:29]=1.